The task is: Predict the product of the given reaction.. This data is from Forward reaction prediction with 1.9M reactions from USPTO patents (1976-2016). (1) Given the reactants [NH2:1][C:2]1[C:11]2[N:10]=[CH:9][C:8]([CH2:12][CH2:13][C:14]3[CH:19]=[CH:18][C:17]([OH:20])=[CH:16][CH:15]=3)=[CH:7][C:6]=2[C:5]2[CH:21]=[CH:22][C:23]([CH3:25])=[CH:24][C:4]=2[N:3]=1.[C:26](Cl)(=[O:34])[O:27][CH2:28][CH2:29][CH2:30][CH2:31][CH2:32][CH3:33], predict the reaction product. The product is: [C:26](=[O:34])([O:27][CH2:28][CH2:29][CH2:30][CH2:31][CH2:32][CH3:33])[O:20][C:17]1[CH:16]=[CH:15][C:14]([CH2:13][CH2:12][C:8]2[CH:9]=[N:10][C:11]3[C:2]([NH2:1])=[N:3][C:4]4[CH:24]=[C:23]([CH3:25])[CH:22]=[CH:21][C:5]=4[C:6]=3[CH:7]=2)=[CH:19][CH:18]=1. (2) Given the reactants [CH3:1][O-:2].[Na+].Cl[CH2:5][C:6]1[CH:11]=[CH:10][C:9]([CH3:12])=[C:8]([N+:13]([O-:15])=[O:14])[CH:7]=1.O, predict the reaction product. The product is: [CH3:1][O:2][CH2:5][C:6]1[CH:11]=[CH:10][C:9]([CH3:12])=[C:8]([N+:13]([O-:15])=[O:14])[CH:7]=1. (3) Given the reactants [CH2:1]([O:3][C:4]1[N:9]=[N:8][C:7]([C:10]2[N:15]=[C:14]3[N:16]=[CH:17][CH:18]=[C:19]([NH2:20])[C:13]3=NC=2)=[C:6]([C:21]([F:24])([F:23])[F:22])[CH:5]=1)[CH3:2].Cl[C:26]1[CH:31]=[CH:30][C:29]([C:32]([F:35])([F:34])[F:33])=[CH:28][N:27]=1.C([O-])([O-])=O.[Cs+].[Cs+].[CH3:42][C:43]1(C)C2C(=C(P(C3C=CC=CC=3)C3C=CC=CC=3)C=CC=2)OC2C(P(C3C=CC=CC=3)C3C=CC=CC=3)=CC=CC1=2, predict the reaction product. The product is: [CH2:1]([O:3][C:4]1[N:9]=[N:8][C:7]([C:10]2[N:15]=[C:14]3[C:13]([C:19]([NH:20][C:26]4[CH:31]=[CH:30][C:29]([C:32]([F:35])([F:34])[F:33])=[CH:28][N:27]=4)=[CH:18][CH:17]=[N:16]3)=[CH:43][CH:42]=2)=[C:6]([C:21]([F:24])([F:22])[F:23])[CH:5]=1)[CH3:2]. (4) Given the reactants [Br:1][C:2]1[CH:7]=[C:6]([Br:8])[CH:5]=[CH:4][C:3]=1[OH:9].[CH3:10][CH:11]([Si:13](Cl)([CH:17]([CH3:19])[CH3:18])[CH:14]([CH3:16])[CH3:15])[CH3:12].N1C=CN=C1, predict the reaction product. The product is: [Br:1][C:2]1[CH:7]=[C:6]([Br:8])[CH:5]=[CH:4][C:3]=1[O:9][Si:13]([CH:17]([CH3:19])[CH3:18])([CH:14]([CH3:16])[CH3:15])[CH:11]([CH3:12])[CH3:10]. (5) The product is: [C:34]([NH:38][C:39]([NH:13][CH2:14][C:15]1[CH:23]=[CH:22][CH:21]=[C:20]2[C:16]=1[C:17](=[O:33])[N:18]([CH:25]1[CH2:30][CH2:29][C:28](=[O:31])[NH:27][C:26]1=[O:32])[C:19]2=[O:24])=[O:40])([CH3:37])([CH3:36])[CH3:35]. Given the reactants N12CCCN=C1CCCCC2.Cl.[NH2:13][CH2:14][C:15]1[CH:23]=[CH:22][CH:21]=[C:20]2[C:16]=1[C:17](=[O:33])[N:18]([CH:25]1[CH2:30][CH2:29][C:28](=[O:31])[NH:27][C:26]1=[O:32])[C:19]2=[O:24].[C:34]([N:38]=[C:39]=[O:40])([CH3:37])([CH3:36])[CH3:35], predict the reaction product.